Dataset: NCI-60 drug combinations with 297,098 pairs across 59 cell lines. Task: Regression. Given two drug SMILES strings and cell line genomic features, predict the synergy score measuring deviation from expected non-interaction effect. (1) Drug 1: CC1=C2C(C(=O)C3(C(CC4C(C3C(C(C2(C)C)(CC1OC(=O)C(C(C5=CC=CC=C5)NC(=O)OC(C)(C)C)O)O)OC(=O)C6=CC=CC=C6)(CO4)OC(=O)C)OC)C)OC. Drug 2: C1CN1P(=S)(N2CC2)N3CC3. Cell line: SW-620. Synergy scores: CSS=22.8, Synergy_ZIP=-7.49, Synergy_Bliss=-10.8, Synergy_Loewe=-23.6, Synergy_HSA=-8.38. (2) Cell line: BT-549. Drug 2: COC1=NC(=NC2=C1N=CN2C3C(C(C(O3)CO)O)O)N. Synergy scores: CSS=-7.21, Synergy_ZIP=3.78, Synergy_Bliss=0.720, Synergy_Loewe=-5.62, Synergy_HSA=-5.74. Drug 1: CN(C)C1=NC(=NC(=N1)N(C)C)N(C)C. (3) Drug 1: C1=CN(C(=O)N=C1N)C2C(C(C(O2)CO)O)O.Cl. Drug 2: CNC(=O)C1=NC=CC(=C1)OC2=CC=C(C=C2)NC(=O)NC3=CC(=C(C=C3)Cl)C(F)(F)F. Cell line: ACHN. Synergy scores: CSS=45.4, Synergy_ZIP=2.73, Synergy_Bliss=3.92, Synergy_Loewe=-38.6, Synergy_HSA=2.17. (4) Drug 1: CC1C(C(CC(O1)OC2CC(CC3=C2C(=C4C(=C3O)C(=O)C5=C(C4=O)C(=CC=C5)OC)O)(C(=O)CO)O)N)O.Cl. Drug 2: COC1=C2C(=CC3=C1OC=C3)C=CC(=O)O2. Cell line: HCC-2998. Synergy scores: CSS=6.38, Synergy_ZIP=-3.69, Synergy_Bliss=-14.7, Synergy_Loewe=-10.4, Synergy_HSA=-8.26. (5) Drug 1: C1CCC(C1)C(CC#N)N2C=C(C=N2)C3=C4C=CNC4=NC=N3. Drug 2: C(CCl)NC(=O)N(CCCl)N=O. Cell line: SNB-19. Synergy scores: CSS=-4.57, Synergy_ZIP=0.684, Synergy_Bliss=-2.33, Synergy_Loewe=-9.40, Synergy_HSA=-6.36.